From a dataset of Forward reaction prediction with 1.9M reactions from USPTO patents (1976-2016). Predict the product of the given reaction. The product is: [CH2:6]([O:22][C:21]1[CH:8]=[CH:9][C:2]([CH:10]=[O:13])=[CH:3][CH:4]=1)[C:5]1[CH:8]=[CH:9][CH:2]=[CH:3][CH:4]=1. Given the reactants O[C:2]1[CH:9]=[CH:8][C:5]([CH:6]=O)=[CH:4][CH:3]=1.[C:10](=[O:13])([O-])[O-].[K+].[K+].[I-].[K+].CN([CH:21]=[O:22])C, predict the reaction product.